From a dataset of Catalyst prediction with 721,799 reactions and 888 catalyst types from USPTO. Predict which catalyst facilitates the given reaction. (1) Reactant: [NH2:1][C:2]1[C:11]2[C:6](=[CH:7][CH:8]=[C:9]([NH:12]C(=O)C)[CH:10]=2)[N:5]=[C:4]([C:16]2[CH:21]=[CH:20][C:19]([CH:22]3[CH2:27][CH2:26][CH2:25][CH2:24][CH2:23]3)=[CH:18][CH:17]=2)[CH:3]=1.[OH-].[Na+]. Product: [CH:22]1([C:19]2[CH:18]=[CH:17][C:16]([C:4]3[CH:3]=[C:2]([NH2:1])[C:11]4[C:6](=[CH:7][CH:8]=[C:9]([NH2:12])[CH:10]=4)[N:5]=3)=[CH:21][CH:20]=2)[CH2:23][CH2:24][CH2:25][CH2:26][CH2:27]1. The catalyst class is: 33. (2) Product: [CH3:1][O:2][C:3](=[O:9])[C:4]([CH3:8])([CH3:7])[CH2:5][O:6][CH:11]1[CH2:12][CH2:13][CH2:14][CH2:15][O:10]1. The catalyst class is: 2. Reactant: [CH3:1][O:2][C:3](=[O:9])[C:4]([CH3:8])([CH3:7])[CH2:5][OH:6].[O:10]1[CH:15]=[CH:14][CH2:13][CH2:12][CH2:11]1.S(=O)(=O)(O)O.